Dataset: Catalyst prediction with 721,799 reactions and 888 catalyst types from USPTO. Task: Predict which catalyst facilitates the given reaction. (1) Reactant: [Cl:1][C:2]1[C:3](=[O:16])[N:4]([C:9]2[CH:13]=[C:12]([I:14])[N:11]([CH3:15])[N:10]=2)[C:5](=[O:8])[C:6]=1[CH3:7].[BH4-].[Na+].O.C(OCC)(=O)C. Product: [Cl:1][C:2]1[CH:3]([OH:16])[N:4]([C:9]2[CH:13]=[C:12]([I:14])[N:11]([CH3:15])[N:10]=2)[C:5](=[O:8])[C:6]=1[CH3:7].[Cl:1][C:2]1[C:3](=[O:16])[N:4]([C:9]2[CH:13]=[C:12]([I:14])[N:11]([CH3:15])[N:10]=2)[CH:5]([OH:8])[C:6]=1[CH3:7]. The catalyst class is: 111. (2) The catalyst class is: 162. Product: [Br:20][C:16]1[CH:15]=[C:14]([N:12]2[CH:13]=[C:9]([C@:2]([NH2:1])([CH3:8])[C:3]([F:6])([F:7])[CH2:4][O:5][C:27]#[N:26])[CH:10]=[N:11]2)[CH:19]=[CH:18][CH:17]=1. Reactant: [NH2:1][C@@:2]([C:9]1[CH:10]=[N:11][N:12]([C:14]2[CH:19]=[CH:18][CH:17]=[C:16]([Br:20])[CH:15]=2)[CH:13]=1)([CH3:8])[C:3]([F:7])([F:6])[CH2:4][OH:5].C([O-])(=O)C.[Na+].[N:26]#[C:27]Br.CCCCCC. (3) Product: [C:4]([O:3][C:1]([NH:8][C@@H:9]([C:18]([O:20][CH2:28][CH:29]1[CH2:31][CH2:30]1)=[O:19])[CH2:10][C:11]1[CH:12]=[CH:13][C:14]([OH:17])=[CH:15][CH:16]=1)=[O:2])([CH3:5])([CH3:7])[CH3:6]. Reactant: [C:1]([NH:8][C@@H:9]([C:18]([OH:20])=[O:19])[CH2:10][C:11]1[CH:16]=[CH:15][C:14]([OH:17])=[CH:13][CH:12]=1)([O:3][C:4]([CH3:7])([CH3:6])[CH3:5])=[O:2].C(=O)([O-])[O-].[Cs+].[Cs+].Br[CH2:28][CH:29]1[CH2:31][CH2:30]1. The catalyst class is: 145. (4) Reactant: [O:1]1[C:5]2[CH:6]=[CH:7][C:8]([C:10]([CH:12]3C(=O)O[C:15](C)([CH3:19])[O:14][C:13]3=[O:21])=[O:11])=[CH:9][C:4]=2[CH:3]=[CH:2]1.C(OCC)(=O)C. Product: [O:1]1[C:5]2[CH:6]=[CH:7][C:8]([C:10](=[O:11])[CH2:12][C:13]([O:14][CH2:15][CH3:19])=[O:21])=[CH:9][C:4]=2[CH:3]=[CH:2]1. The catalyst class is: 8. (5) Reactant: [NH:1]1[CH2:6][CH2:5][S:4][C:3]2[N:7]=[CH:8][C:9]([C:11]3[N:12]=[C:13]([NH:20][C:21]4[CH:26]=[CH:25][C:24]([N:27]5[CH2:32][CH2:31][O:30][CH2:29][CH2:28]5)=[C:23]([O:33][CH3:34])[CH:22]=4)[C:14]4[N:15]([CH:17]=[CH:18][N:19]=4)[CH:16]=3)=[CH:10][C:2]1=2.[OH:35]OS([O-])=O.[K+].CO. Product: [CH3:34][O:33][C:23]1[CH:22]=[C:21]([NH:20][C:13]2[C:14]3[N:15]([CH:17]=[CH:18][N:19]=3)[CH:16]=[C:11]([C:9]3[CH:8]=[N:7][C:3]4[S:4](=[O:35])[CH2:5][CH2:6][NH:1][C:2]=4[CH:10]=3)[N:12]=2)[CH:26]=[CH:25][C:24]=1[N:27]1[CH2:32][CH2:31][O:30][CH2:29][CH2:28]1. The catalyst class is: 6. (6) Reactant: [F:1][C:2]1[C:9]([CH3:10])=[CH:8][CH:7]=[CH:6][C:3]=1[CH2:4]Br.[C-]#N.[Na+].[I-].[Na+].CS(C)=O.[C:20]([O:23][CH2:24][CH3:25])(=[O:22])C. Product: [F:1][C:2]1[C:9]([CH3:10])=[CH:8][CH:7]=[CH:6][C:3]=1[CH2:4][C:20]([O:23][CH2:24][CH3:25])=[O:22]. The catalyst class is: 6. (7) Reactant: [C:1]([N:4]1[CH2:9][CH2:8][CH:7]([NH:10][C:11](=[O:20])[C:12]2[CH:17]=[C:16]([F:18])[CH:15]=[N:14][C:13]=2Cl)[CH2:6][CH2:5]1)(=[O:3])[CH3:2].[CH3:21][S:22][C:23]1[CH:24]=[C:25]([OH:30])[CH:26]=[CH:27][C:28]=1[Cl:29].C(=O)([O-])[O-].[Cs+].[Cs+]. Product: [C:1]([N:4]1[CH2:9][CH2:8][CH:7]([NH:10][C:11](=[O:20])[C:12]2[CH:17]=[C:16]([F:18])[CH:15]=[N:14][C:13]=2[O:30][C:25]2[CH:26]=[CH:27][C:28]([Cl:29])=[C:23]([S:22][CH3:21])[CH:24]=2)[CH2:6][CH2:5]1)(=[O:3])[CH3:2]. The catalyst class is: 9. (8) The catalyst class is: 7. Reactant: [CH3:1][CH2:2][O:3][C:4]([CH2:6]P(OCC)(OCC)=O)=[O:5].[H-].[Na+].[CH3:17][N:18]1[CH2:25][CH:24]2[C:26](=O)[CH:20]([C@H:21]([CH3:29])[CH2:22][C@H:23]2[CH3:28])[CH2:19]1.C(OCC)(=O)C. Product: [CH3:17][N:18]1[CH2:25][CH:24]2[C:26](=[CH:6][C:4]([O:3][CH2:2][CH3:1])=[O:5])[CH:20]([C@H:21]([CH3:29])[CH2:22][C@H:23]2[CH3:28])[CH2:19]1. (9) Reactant: C(O[C:9]([N:11]1[C@H:15]([C:16](=[O:26])[NH:17][CH2:18][CH2:19][C:20]2[CH:25]=[CH:24][CH:23]=[CH:22][CH:21]=2)[CH2:14][CH2:13][C:12]1=[O:27])=O)C1C=CC=CC=1.N1C(=O)CC[C@H]1C(N)=O.[Li+].[B-](CC)(CC)CC. Product: [CH2:18]([NH:17][C:16]([C@@H:15]1[CH2:14][CH2:13][CH:12]([OH:27])[N:11]1[CH3:9])=[O:26])[CH2:19][C:20]1[CH:21]=[CH:22][CH:23]=[CH:24][CH:25]=1. The catalyst class is: 1.